Dataset: Catalyst prediction with 721,799 reactions and 888 catalyst types from USPTO. Task: Predict which catalyst facilitates the given reaction. (1) Reactant: [CH2:1]([OH:16])[CH2:2][O:3][CH2:4][CH2:5][O:6][CH2:7][CH2:8][O:9][CH2:10][CH2:11][O:12][CH2:13][CH2:14][OH:15].[OH-].[K+].[CH2:19](Cl)[C:20]1[CH:25]=[CH:24][CH:23]=[CH:22][CH:21]=1.O. Product: [CH2:19]([O:15][CH2:14][CH2:13][O:12][CH2:11][CH2:10][O:9][CH2:8][CH2:7][O:6][CH2:5][CH2:4][O:3][CH2:2][CH2:1][OH:16])[C:20]1[CH:25]=[CH:24][CH:23]=[CH:22][CH:21]=1. The catalyst class is: 2. (2) Reactant: [Cl:1][C:2]1[C:3]([C:22]([N:24]2[CH2:28][CH2:27][CH2:26][CH2:25]2)=[O:23])=[C:4]([CH2:8][N:9]2[CH2:14][CH2:13][N:12](C(OC(C)(C)C)=O)[CH2:11][CH2:10]2)[CH:5]=[CH:6][CH:7]=1.FC(F)(F)C(O)=O. Product: [Cl:1][C:2]1[C:3]([C:22]([N:24]2[CH2:28][CH2:27][CH2:26][CH2:25]2)=[O:23])=[C:4]([CH2:8][N:9]2[CH2:10][CH2:11][NH:12][CH2:13][CH2:14]2)[CH:5]=[CH:6][CH:7]=1. The catalyst class is: 4. (3) Reactant: [F:1][C:2]([F:20])([F:19])[C:3]([CH3:18])([CH3:17])[C:4]([N:6]1[CH2:11][CH2:10][CH:9]([C:12](OCC)=[O:13])[CH2:8][CH2:7]1)=O.[H-].[H-].[H-].[H-].[Li+].[Al+3]. Product: [F:20][C:2]([F:1])([F:19])[C:3]([CH3:17])([CH3:18])[CH2:4][N:6]1[CH2:11][CH2:10][CH:9]([CH2:12][OH:13])[CH2:8][CH2:7]1. The catalyst class is: 1. (4) Reactant: [Si:1]([O:8][CH:9]1[CH:14]([OH:15])[CH2:13][CH:12]([C:16]2[CH:21]=[CH:20][N:19]=[CH:18][C:17]=2[N+:22]([O-:24])=[O:23])[O:11][CH:10]1[CH3:25])([C:4]([CH3:7])([CH3:6])[CH3:5])([CH3:3])[CH3:2].[CH3:26][C:27](OC(C)=O)=[O:28]. Product: [C:27]([O:15][CH:14]1[CH2:13][CH:12]([C:16]2[CH:21]=[CH:20][N:19]=[CH:18][C:17]=2[N+:22]([O-:24])=[O:23])[O:11][CH:10]([CH3:25])[CH:9]1[O:8][Si:1]([C:4]([CH3:7])([CH3:5])[CH3:6])([CH3:3])[CH3:2])(=[O:28])[CH3:26]. The catalyst class is: 17. (5) Reactant: [Cl:1][C:2]1[N:7]2[N:8]=[C:9]([NH:11][C:12](=[O:19])[C:13]3[CH:18]=[CH:17][CH:16]=[N:15][CH:14]=3)[N:10]=[C:6]2[CH:5]=[CH:4][CH:3]=1.[CH:20]1([NH2:27])[CH2:26][CH2:25][CH2:24][CH2:23][CH2:22][CH2:21]1.CCOCC.[ClH:33]. Product: [ClH:1].[ClH:33].[CH:20]1([NH:27][C:2]2[N:7]3[N:8]=[C:9]([NH:11][C:12](=[O:19])[C:13]4[CH:18]=[CH:17][CH:16]=[N:15][CH:14]=4)[N:10]=[C:6]3[CH:5]=[CH:4][CH:3]=2)[CH2:26][CH2:25][CH2:24][CH2:23][CH2:22][CH2:21]1. The catalyst class is: 5. (6) Reactant: C[O:2][C:3](=[O:24])[C:4]1[CH:9]=[C:8]([C:10]#[C:11][C:12]2[CH:17]=[CH:16][CH:15]=[CH:14][C:13]=2[O:18][CH3:19])[CH:7]=[CH:6][C:5]=1[O:20][CH:21]([CH3:23])[CH3:22].[OH-].[K+]. Product: [CH:21]([O:20][C:5]1[CH:6]=[CH:7][C:8]([C:10]#[C:11][C:12]2[CH:17]=[CH:16][CH:15]=[CH:14][C:13]=2[O:18][CH3:19])=[CH:9][C:4]=1[C:3]([OH:24])=[O:2])([CH3:23])[CH3:22]. The catalyst class is: 5. (7) The catalyst class is: 6. Product: [C:21]([NH2:29])(=[O:28])[C:22]1[CH:27]=[CH:26][N:25]=[CH:24][CH:23]=1.[C:30]([OH:35])(=[O:34])[CH:31]([CH3:33])[OH:32]. Reactant: C1SC(NC(N)=N)=NC=1CSCCC(NS(N)(=O)=O)=N.[C:21]([NH2:29])(=[O:28])[C:22]1[CH:27]=[CH:26][N:25]=[CH:24][CH:23]=1.[C:30]([OH:35])(=[O:34])[CH:31]([CH3:33])[OH:32]. (8) Reactant: C(NC(C)C)(C)C.C([Li])CCC.[CH3:13][O:14][CH:15](P(=O)(C1C=CC=CC=1)C1C=CC=CC=1)[O:16]C.[Cl:32][C:33]1[C:38]([CH:39]=O)=[CH:37][C:36]([Cl:41])=[CH:35][N:34]=1.CC(C)([O-])C.[K+].Cl. Product: [CH3:13][O:14][C:15](=[O:16])[CH2:39][C:38]1[C:33]([Cl:32])=[N:34][CH:35]=[C:36]([Cl:41])[CH:37]=1. The catalyst class is: 7. (9) Reactant: CCOC(/N=N/C(OCC)=O)=O.[CH2:13]([N:15]1[C:21]2[N:22]=[CH:23][C:24]([CH2:26][CH2:27][OH:28])=[CH:25][C:20]=2[C:19](=[O:29])[N:18]([CH3:30])[C:17]2[CH:31]=[CH:32][CH:33]=[N:34][C:16]1=2)[CH3:14].O[C:36]1[CH:41]=[CH:40][C:39]([C:42]2[CH:46]=[C:45]([C:47]([O:49][CH2:50][CH3:51])=[O:48])[O:44][N:43]=2)=[CH:38][C:37]=1[CH3:52].C1C=CC(P(C2C=CC=CC=2)C2C=CC=CC=2)=CC=1. Product: [CH2:13]([N:15]1[C:21]2[N:22]=[CH:23][C:24]([CH2:26][CH2:27][O:28][C:36]3[CH:41]=[CH:40][C:39]([C:42]4[CH:46]=[C:45]([C:47]([O:49][CH2:50][CH3:51])=[O:48])[O:44][N:43]=4)=[CH:38][C:37]=3[CH3:52])=[CH:25][C:20]=2[C:19](=[O:29])[N:18]([CH3:30])[C:17]2[CH:31]=[CH:32][CH:33]=[N:34][C:16]1=2)[CH3:14]. The catalyst class is: 1.